Dataset: Full USPTO retrosynthesis dataset with 1.9M reactions from patents (1976-2016). Task: Predict the reactants needed to synthesize the given product. Given the product [Br:1][CH2:2][CH2:3][CH2:4][CH2:5][CH2:6][CH2:7][CH2:8][C:9]1[CH:14]=[CH:13][CH:12]=[CH:11][C:10]=1[O:15][CH2:22][C:23]1[CH:28]=[CH:27][CH:26]=[CH:25][CH:24]=1, predict the reactants needed to synthesize it. The reactants are: [Br:1][CH2:2][CH2:3][CH2:4][CH2:5][CH2:6][CH2:7][CH2:8][C:9]1[CH:14]=[CH:13][CH:12]=[CH:11][C:10]=1[OH:15].C([O-])([O-])=O.[K+].[K+].[CH2:22](Br)[C:23]1[CH:28]=[CH:27][CH:26]=[CH:25][CH:24]=1.